From a dataset of Reaction yield outcomes from USPTO patents with 853,638 reactions. Predict the reaction yield, written as a fraction of the theoretical maximum amount of product (1.0 means a 100% yield; for example, 0.34 means a 34% yield). The reactants are S(Cl)(Cl)=O.CC1C=CSC=1C(O)=O.CC1C=CSC=1C(Cl)=O.[CH3:23][C:24]1[CH:28]=[CH:27][S:26][C:25]=1[C:29]([N:31]=[C:32]=[S:33])=[O:30].[CH3:34][O:35][C:36]1[CH:37]=[C:38]2[C:43](=[CH:44][C:45]=1[O:46][CH3:47])[N:42]=[CH:41][CH:40]=[C:39]2[O:48][C:49]1[CH:55]=[CH:54][C:52]([NH2:53])=[C:51]([F:56])[CH:50]=1. The catalyst is C(O)C.C1(C)C=CC=CC=1. The product is [CH3:34][O:35][C:36]1[CH:37]=[C:38]2[C:43](=[CH:44][C:45]=1[O:46][CH3:47])[N:42]=[CH:41][CH:40]=[C:39]2[O:48][C:49]1[CH:55]=[CH:54][C:52]([NH:53][C:32]([NH:31][C:29]([C:25]2[S:26][CH:27]=[CH:28][C:24]=2[CH3:23])=[O:30])=[S:33])=[C:51]([F:56])[CH:50]=1. The yield is 0.530.